Regression/Classification. Given a drug SMILES string, predict its toxicity properties. Task type varies by dataset: regression for continuous values (e.g., LD50, hERG inhibition percentage) or binary classification for toxic/non-toxic outcomes (e.g., AMES mutagenicity, cardiotoxicity, hepatotoxicity). Dataset: ld50_zhu. From a dataset of Acute oral toxicity (LD50) regression data from Zhu et al.. (1) The molecule is O=[N+]([O-])c1ccc(Cl)cc1. The rat oral LD50 is 2.57, given as -log10 of the dose in mol/kg body weight (higher means more acutely toxic). (2) The drug is CSc1nc(NC(C)C)nc(NC(C)C)n1. The rat oral LD50 is 2.13, given as -log10 of the dose in mol/kg body weight (higher means more acutely toxic).